This data is from Peptide-MHC class II binding affinity with 134,281 pairs from IEDB. The task is: Regression. Given a peptide amino acid sequence and an MHC pseudo amino acid sequence, predict their binding affinity value. This is MHC class II binding data. (1) The peptide sequence is AAMGLRISSSFSFGG. The MHC is DRB1_0901 with pseudo-sequence DRB1_0901. The binding affinity (normalized) is 0.477. (2) The peptide sequence is TALKKAITAMSEAQK. The MHC is HLA-DQA10201-DQB10202 with pseudo-sequence HLA-DQA10201-DQB10202. The binding affinity (normalized) is 0.380. (3) The peptide sequence is SHELMTMTRPILRLL. The MHC is H-2-IAb with pseudo-sequence H-2-IAb. The binding affinity (normalized) is 0.231. (4) The peptide sequence is FVNQHLCGSHLVEAL. The MHC is DRB1_1001 with pseudo-sequence DRB1_1001. The binding affinity (normalized) is 0.366. (5) The peptide sequence is DYHWLRTVRTTKESL. The MHC is HLA-DQA10301-DQB10302 with pseudo-sequence HLA-DQA10301-DQB10302. The binding affinity (normalized) is 0.198.